This data is from Peptide-MHC class I binding affinity with 185,985 pairs from IEDB/IMGT. The task is: Regression. Given a peptide amino acid sequence and an MHC pseudo amino acid sequence, predict their binding affinity value. This is MHC class I binding data. (1) The peptide sequence is RPPYSSYGY. The MHC is HLA-B18:01 with pseudo-sequence HLA-B18:01. The binding affinity (normalized) is 0.0847. (2) The peptide sequence is IEELREHLL. The MHC is HLA-B35:03 with pseudo-sequence HLA-B35:03. The binding affinity (normalized) is 0. (3) The peptide sequence is HVIQNAFRK. The MHC is HLA-B07:02 with pseudo-sequence HLA-B07:02. The binding affinity (normalized) is 0.213. (4) The peptide sequence is LPQYFTFDL. The MHC is HLA-A02:01 with pseudo-sequence HLA-A02:01. The binding affinity (normalized) is 0.0847. (5) The peptide sequence is KINSNFLLK. The MHC is HLA-A33:01 with pseudo-sequence HLA-A33:01. The binding affinity (normalized) is 0.149. (6) The peptide sequence is RHDITGFIL. The MHC is HLA-B15:17 with pseudo-sequence HLA-B15:17. The binding affinity (normalized) is 0.0847. (7) The peptide sequence is AEVRLATML. The MHC is HLA-B40:01 with pseudo-sequence HLA-B40:01. The binding affinity (normalized) is 0.707. (8) The peptide sequence is RVYVAQKRK. The MHC is HLA-B48:01 with pseudo-sequence HLA-B48:01. The binding affinity (normalized) is 0.0847. (9) The peptide sequence is AYAKRAAEL. The MHC is H-2-Kd with pseudo-sequence H-2-Kd. The binding affinity (normalized) is 0.698.